Dataset: NCI-60 drug combinations with 297,098 pairs across 59 cell lines. Task: Regression. Given two drug SMILES strings and cell line genomic features, predict the synergy score measuring deviation from expected non-interaction effect. (1) Drug 1: CC1=C(C=C(C=C1)NC2=NC=CC(=N2)N(C)C3=CC4=NN(C(=C4C=C3)C)C)S(=O)(=O)N.Cl. Drug 2: CC12CCC3C(C1CCC2O)C(CC4=C3C=CC(=C4)O)CCCCCCCCCS(=O)CCCC(C(F)(F)F)(F)F. Cell line: EKVX. Synergy scores: CSS=-5.23, Synergy_ZIP=-0.390, Synergy_Bliss=-5.49, Synergy_Loewe=-6.10, Synergy_HSA=-6.09. (2) Drug 1: CC1C(C(CC(O1)OC2CC(CC3=C2C(=C4C(=C3O)C(=O)C5=C(C4=O)C(=CC=C5)OC)O)(C(=O)C)O)N)O.Cl. Drug 2: C(=O)(N)NO. Cell line: NCI-H322M. Synergy scores: CSS=12.9, Synergy_ZIP=5.96, Synergy_Bliss=7.38, Synergy_Loewe=0.416, Synergy_HSA=5.71. (3) Drug 1: COC1=C2C(=CC3=C1OC=C3)C=CC(=O)O2. Drug 2: C1C(C(OC1N2C=NC(=NC2=O)N)CO)O. Cell line: SF-268. Synergy scores: CSS=-1.54, Synergy_ZIP=-1.21, Synergy_Bliss=-4.32, Synergy_Loewe=-10.1, Synergy_HSA=-5.09. (4) Drug 1: CC(C1=C(C=CC(=C1Cl)F)Cl)OC2=C(N=CC(=C2)C3=CN(N=C3)C4CCNCC4)N. Drug 2: CCC(=C(C1=CC=CC=C1)C2=CC=C(C=C2)OCCN(C)C)C3=CC=CC=C3.C(C(=O)O)C(CC(=O)O)(C(=O)O)O. Cell line: TK-10. Synergy scores: CSS=5.63, Synergy_ZIP=-0.316, Synergy_Bliss=3.33, Synergy_Loewe=3.11, Synergy_HSA=3.12. (5) Drug 1: CCC(=C(C1=CC=CC=C1)C2=CC=C(C=C2)OCCN(C)C)C3=CC=CC=C3.C(C(=O)O)C(CC(=O)O)(C(=O)O)O. Drug 2: C1C(C(OC1N2C=NC3=C2NC=NCC3O)CO)O. Cell line: UACC62. Synergy scores: CSS=-0.910, Synergy_ZIP=-2.25, Synergy_Bliss=-4.32, Synergy_Loewe=-4.75, Synergy_HSA=-4.70. (6) Drug 1: C1=C(C(=O)NC(=O)N1)N(CCCl)CCCl. Drug 2: C1CN1P(=S)(N2CC2)N3CC3. Cell line: HL-60(TB). Synergy scores: CSS=87.3, Synergy_ZIP=-5.60, Synergy_Bliss=-16.9, Synergy_Loewe=-17.4, Synergy_HSA=-14.5. (7) Drug 1: CC1=CC=C(C=C1)C2=CC(=NN2C3=CC=C(C=C3)S(=O)(=O)N)C(F)(F)F. Drug 2: C1CN(P(=O)(OC1)NCCCl)CCCl. Cell line: SR. Synergy scores: CSS=-5.77, Synergy_ZIP=1.49, Synergy_Bliss=-0.513, Synergy_Loewe=-5.90, Synergy_HSA=-5.72.